Dataset: Forward reaction prediction with 1.9M reactions from USPTO patents (1976-2016). Task: Predict the product of the given reaction. (1) Given the reactants [C:1]([C:3]1[CH:12]=[C:11]2[C:6]([CH:7]=[CH:8][C:9]([O:13][CH:14]([O:18][CH3:19])[C:15]([OH:17])=O)=[CH:10]2)=[CH:5][CH:4]=1)#[CH:2].C(N(CC)C(C)C)(C)C.Cl.[CH3:30][O:31][CH2:32][C:33]([CH3:36])([NH2:35])[CH3:34], predict the reaction product. The product is: [C:1]([C:3]1[CH:12]=[C:11]2[C:6]([CH:7]=[CH:8][C:9]([O:13][CH:14]([O:18][CH3:19])[C:15]([NH:35][C:33]([CH3:36])([CH3:34])[CH2:32][O:31][CH3:30])=[O:17])=[CH:10]2)=[CH:5][CH:4]=1)#[CH:2]. (2) Given the reactants Br[C:2]1[CH:23]=[CH:22][C:5]([C:6]([NH:8][S:9]([C:12]2[CH:17]=[CH:16][CH:15]=[CH:14][C:13]=2[S:18](=[O:21])(=[O:20])[NH2:19])(=[O:11])=[O:10])=[O:7])=[CH:4][C:3]=1[O:24][CH3:25].[CH3:26][CH:27]([CH2:30][CH2:31][CH3:32])[C:28]#[CH:29], predict the reaction product. The product is: [CH3:25][O:24][C:3]1[CH:4]=[C:5]([CH:22]=[CH:23][C:2]=1[C:29]#[C:28][CH:27]([CH3:26])[CH2:30][CH2:31][CH3:32])[C:6]([NH:8][S:9]([C:12]1[CH:17]=[CH:16][CH:15]=[CH:14][C:13]=1[S:18](=[O:21])(=[O:20])[NH2:19])(=[O:11])=[O:10])=[O:7]. (3) Given the reactants [NH2:1][N:2]1[C:7]([CH3:8])=[CH:6][C:5]([CH3:9])=[C:4]([C:10]#[N:11])[C:3]1=[O:12].[CH3:13][N:14]([CH:16](OC)OC)[CH3:15].[CH3:21]N(C=O)C, predict the reaction product. The product is: [CH3:13][N:14]([CH3:16])/[CH:15]=[CH:9]/[C:5]1[CH:6]=[C:7]2[CH:8]=[CH:21][NH:1][N:2]2[C:3](=[O:12])[C:4]=1[C:10]#[N:11]. (4) Given the reactants [C:1]([O:5][C:6](=[O:18])[CH2:7][CH2:8][C:9]1[CH:14]=[CH:13][C:12]([OH:15])=[CH:11][C:10]=1[CH2:16][NH2:17])([CH3:4])([CH3:3])[CH3:2].[C:19]([OH:24])(=[O:23])[C:20]([OH:22])=[O:21], predict the reaction product. The product is: [C:19]([OH:24])(=[O:23])[C:20]([OH:22])=[O:21].[C:1]([O:5][C:6](=[O:18])[CH2:7][CH2:8][C:9]1[CH:14]=[CH:13][C:12]([OH:15])=[CH:11][C:10]=1[CH2:16][NH2:17])([CH3:4])([CH3:2])[CH3:3]. (5) Given the reactants [Cl:1][C:2]1[CH:7]=[CH:6][C:5]([CH:8]2[N:12]([C:13]3[CH:18]=[C:17]([CH3:19])[C:16](=[O:20])[N:15]([CH3:21])[CH:14]=3)[C:11](=[O:22])[C:10](=O)[CH:9]2[C:24](=O)[CH2:25][CH3:26])=[CH:4][CH:3]=1.Cl.[CH:29]1([NH:32][NH2:33])[CH2:31][CH2:30]1.C(N(CC)CC)C.S(=O)(=O)(O)N, predict the reaction product. The product is: [Cl:1][C:2]1[CH:7]=[CH:6][C:5]([CH:8]2[C:9]3[C:10](=[N:33][N:32]([CH:29]4[CH2:31][CH2:30]4)[C:24]=3[CH2:25][CH3:26])[C:11](=[O:22])[N:12]2[C:13]2[CH:18]=[C:17]([CH3:19])[C:16](=[O:20])[N:15]([CH3:21])[CH:14]=2)=[CH:4][CH:3]=1. (6) The product is: [CH:18]1([C:16]([NH:15][C:13]2[N:14]=[C:9]3[CH:8]=[CH:7][C:6]([O:5][C:4]4[CH:3]=[C:2]([NH:1][C:30](=[O:31])[C:29]5[CH:33]=[CH:34][CH:35]=[C:27]([C:26]([F:25])([F:36])[F:37])[CH:28]=5)[CH:23]=[CH:22][C:21]=4[CH3:24])=[CH:11][N:10]3[N:12]=2)=[O:17])[CH2:20][CH2:19]1. Given the reactants [NH2:1][C:2]1[CH:3]=[C:4]([C:21]([CH3:24])=[CH:22][CH:23]=1)[O:5][C:6]1[CH:7]=[CH:8][C:9]2[N:10]([N:12]=[C:13]([NH:15][C:16]([CH:18]3[CH2:20][CH2:19]3)=[O:17])[N:14]=2)[CH:11]=1.[F:25][C:26]([F:37])([F:36])[C:27]1[CH:28]=[C:29]([CH:33]=[CH:34][CH:35]=1)[C:30](Cl)=[O:31], predict the reaction product. (7) Given the reactants [Cl:1][C:2]1[N:7]=[C:6](Cl)[CH:5]=[C:4]([CH2:9][CH2:10][CH2:11][Si:12]([CH3:15])([CH3:14])[CH3:13])[N:3]=1.Cl.[CH2:17]([O:19][CH2:20][CH2:21][CH2:22][NH:23][C:24](=[O:31])[C@H:25]([CH2:27][CH:28]([CH3:30])[CH3:29])[NH2:26])[CH3:18].C(N(CC)C(C)C)(C)C, predict the reaction product. The product is: [CH2:17]([O:19][CH2:20][CH2:21][CH2:22][NH:23][C:24](=[O:31])[CH:25]([NH:26][C:6]1[CH:5]=[C:4]([CH2:9][CH2:10][CH2:11][Si:12]([CH3:15])([CH3:14])[CH3:13])[N:3]=[C:2]([Cl:1])[N:7]=1)[CH2:27][CH:28]([CH3:29])[CH3:30])[CH3:18].